This data is from NCI-60 drug combinations with 297,098 pairs across 59 cell lines. The task is: Regression. Given two drug SMILES strings and cell line genomic features, predict the synergy score measuring deviation from expected non-interaction effect. (1) Drug 1: CS(=O)(=O)C1=CC(=C(C=C1)C(=O)NC2=CC(=C(C=C2)Cl)C3=CC=CC=N3)Cl. Drug 2: CC1=C(C(=O)C2=C(C1=O)N3CC4C(C3(C2COC(=O)N)OC)N4)N. Cell line: MDA-MB-435. Synergy scores: CSS=-0.988, Synergy_ZIP=1.07, Synergy_Bliss=-2.61, Synergy_Loewe=-23.2, Synergy_HSA=-9.76. (2) Drug 1: CCN(CC)CCNC(=O)C1=C(NC(=C1C)C=C2C3=C(C=CC(=C3)F)NC2=O)C. Drug 2: CC1C(C(CC(O1)OC2CC(OC(C2O)C)OC3=CC4=CC5=C(C(=O)C(C(C5)C(C(=O)C(C(C)O)O)OC)OC6CC(C(C(O6)C)O)OC7CC(C(C(O7)C)O)OC8CC(C(C(O8)C)O)(C)O)C(=C4C(=C3C)O)O)O)O. Cell line: HS 578T. Synergy scores: CSS=22.3, Synergy_ZIP=-1.59, Synergy_Bliss=-0.578, Synergy_Loewe=-24.3, Synergy_HSA=-0.0289. (3) Drug 1: CNC(=O)C1=CC=CC=C1SC2=CC3=C(C=C2)C(=NN3)C=CC4=CC=CC=N4. Drug 2: C(=O)(N)NO. Cell line: SK-MEL-28. Synergy scores: CSS=-4.92, Synergy_ZIP=1.73, Synergy_Bliss=1.23, Synergy_Loewe=-2.72, Synergy_HSA=-2.22. (4) Drug 2: C1CC(=O)NC(=O)C1N2C(=O)C3=CC=CC=C3C2=O. Drug 1: C1=CN(C(=O)N=C1N)C2C(C(C(O2)CO)O)O.Cl. Synergy scores: CSS=34.2, Synergy_ZIP=0.491, Synergy_Bliss=-0.0810, Synergy_Loewe=-30.0, Synergy_HSA=-0.168. Cell line: OVCAR-5. (5) Drug 1: C1CCN(CC1)CCOC2=CC=C(C=C2)C(=O)C3=C(SC4=C3C=CC(=C4)O)C5=CC=C(C=C5)O. Drug 2: C1CC(=O)NC(=O)C1N2C(=O)C3=CC=CC=C3C2=O. Cell line: SK-OV-3. Synergy scores: CSS=10.3, Synergy_ZIP=1.66, Synergy_Bliss=4.93, Synergy_Loewe=5.76, Synergy_HSA=6.16. (6) Drug 1: CCCCCOC(=O)NC1=NC(=O)N(C=C1F)C2C(C(C(O2)C)O)O. Drug 2: CCC1(C2=C(COC1=O)C(=O)N3CC4=CC5=C(C=CC(=C5CN(C)C)O)N=C4C3=C2)O.Cl. Cell line: SW-620. Synergy scores: CSS=23.0, Synergy_ZIP=-3.58, Synergy_Bliss=-1.73, Synergy_Loewe=-26.6, Synergy_HSA=-0.0144.